Dataset: Forward reaction prediction with 1.9M reactions from USPTO patents (1976-2016). Task: Predict the product of the given reaction. (1) Given the reactants [OH:1][C:2]1[C:3]([CH3:18])=[C:4]2[C:9](=[C:10]([CH3:13])[C:11]=1[CH3:12])[O:8][C:7]([CH3:17])([C:14]([OH:16])=O)[CH2:6][CH2:5]2.C1N=CN(C(N2C=NC=C2)=O)C=1.[CH2:31]([NH2:39])[CH2:32][C:33]1[CH:38]=[CH:37][CH:36]=[CH:35][CH:34]=1, predict the reaction product. The product is: [OH:1][C:2]1[C:3]([CH3:18])=[C:4]2[C:9](=[C:10]([CH3:13])[C:11]=1[CH3:12])[O:8][C:7]([CH3:17])([C:14]([NH:39][CH2:31][CH2:32][C:33]1[CH:38]=[CH:37][CH:36]=[CH:35][CH:34]=1)=[O:16])[CH2:6][CH2:5]2. (2) Given the reactants [Br:1][C:2]1[CH:3]=[C:4]([N+:10]([O-])=O)[C:5]([CH3:9])=[C:6]([F:8])[CH:7]=1, predict the reaction product. The product is: [Br:1][C:2]1[CH:7]=[C:6]([F:8])[C:5]([CH3:9])=[C:4]([NH2:10])[CH:3]=1. (3) Given the reactants [CH3:1][N:2]1[CH2:7][CH2:6][N:5]([C:8]2[CH:13]=[C:12]([N+:14]([O-])=O)[CH:11]=[C:10]([N:17]3[CH2:22][CH2:21][N:20]([CH3:23])[CH2:19][CH2:18]3)[CH:9]=2)[CH2:4][CH2:3]1.C([O-])=O.[NH4+], predict the reaction product. The product is: [CH3:1][N:2]1[CH2:3][CH2:4][N:5]([C:8]2[CH:13]=[C:12]([CH:11]=[C:10]([N:17]3[CH2:18][CH2:19][N:20]([CH3:23])[CH2:21][CH2:22]3)[CH:9]=2)[NH2:14])[CH2:6][CH2:7]1. (4) Given the reactants [C:1]([N:5]1[CH2:10][CH2:9][C:8]([CH3:12])([CH3:11])[C:7]([C:13]([NH:15][C:16]2[CH:21]=[CH:20][CH:19]=[CH:18][CH:17]=2)=[O:14])=[CH:6]1)([CH3:4])([CH3:3])[CH3:2].[H-].[Na+].I[CH3:25], predict the reaction product. The product is: [C:1]([N:5]1[CH2:10][CH2:9][C:8]([CH3:12])([CH3:11])[C:7]([C:13]([N:15]([CH3:25])[C:16]2[CH:17]=[CH:18][CH:19]=[CH:20][CH:21]=2)=[O:14])=[CH:6]1)([CH3:2])([CH3:3])[CH3:4]. (5) Given the reactants [N+]([O-])(O)=O.[CH2:5]([O:8][CH2:9][C:10]1[CH:15]=[CH:14][C:13]([N+:16]([O-:18])=[O:17])=[CH:12][C:11]=1[NH2:19])[CH:6]=[CH2:7].[N:20]#[C:21][NH2:22].N, predict the reaction product. The product is: [CH2:5]([O:8][CH2:9][C:10]1[CH:15]=[CH:14][C:13]([N+:16]([O-:18])=[O:17])=[CH:12][C:11]=1[NH:19][C:21]([NH2:22])=[NH:20])[CH:6]=[CH2:7]. (6) Given the reactants Cl.[C:2]([C:4]1[CH:5]=[C:6]([NH:10][C:11]2[N:16]=[CH:15][C:14]([C@@H:17]3[CH2:19][C@H:18]3[NH:20]C(=O)OC(C)(C)C)=[CH:13][CH:12]=2)[CH:7]=[CH:8][CH:9]=1)#[N:3], predict the reaction product. The product is: [NH2:20][C@@H:18]1[CH2:19][C@H:17]1[C:14]1[CH:13]=[CH:12][C:11]([NH:10][C:6]2[CH:5]=[C:4]([CH:9]=[CH:8][CH:7]=2)[C:2]#[N:3])=[N:16][CH:15]=1.